Dataset: Reaction yield outcomes from USPTO patents with 853,638 reactions. Task: Predict the reaction yield, written as a fraction of the theoretical maximum amount of product (1.0 means a 100% yield; for example, 0.34 means a 34% yield). (1) The reactants are Br[C:2]1[CH:7]=[CH:6][CH:5]=[C:4]([F:8])[C:3]=1[F:9].C([Li])CCCCC.[C:17]([N:24]1[CH2:28][CH2:27][C:26](=[O:29])[CH2:25]1)([O:19][C:20]([CH3:23])([CH3:22])[CH3:21])=[O:18].[Cl-].[NH4+]. The catalyst is C(OCC)C. The product is [F:9][C:3]1[C:4]([F:8])=[CH:5][CH:6]=[CH:7][C:2]=1[C:26]1([OH:29])[CH2:27][CH2:28][N:24]([C:17]([O:19][C:20]([CH3:22])([CH3:21])[CH3:23])=[O:18])[CH2:25]1. The yield is 0.660. (2) The reactants are N(C(OC(C)C)=O)=NC(OC(C)C)=O.[CH3:15][O:16][C:17](=[O:25])[C:18]1[CH:23]=[C:22]([OH:24])[CH:21]=[N:20][CH:19]=1.[F:26][C:27]1[CH:32]=[CH:31][C:30]([C:33]2[C:41]3[C:40]([CH2:42][CH2:43][CH2:44][CH2:45]O)=[N:39][CH:38]=[N:37][C:36]=3[S:35][CH:34]=2)=[CH:29][CH:28]=1.C1(P(C2C=CC=CC=2)C2C=CC=CC=2)C=CC=CC=1. The catalyst is O1CCCC1. The product is [F:26][C:27]1[CH:28]=[CH:29][C:30]([C:33]2[C:41]3[C:40]([CH2:42][CH2:43][CH2:44][CH2:45][O:24][C:22]4[CH:21]=[N:20][CH:19]=[C:18]([CH:23]=4)[C:17]([O:16][CH3:15])=[O:25])=[N:39][CH:38]=[N:37][C:36]=3[S:35][CH:34]=2)=[CH:31][CH:32]=1. The yield is 0.0800. (3) The reactants are [CH2:1](Br)[C:2]1[CH:7]=[CH:6][CH:5]=[CH:4][CH:3]=1.C(=O)([O-])[O-].[K+].[K+].[OH:15][C:16]1[CH:23]=[C:22]([O:24][CH3:25])[CH:21]=[CH:20][C:17]=1[CH:18]=[O:19]. The catalyst is CC(C)=O. The product is [CH2:1]([O:15][C:16]1[CH:23]=[C:22]([O:24][CH3:25])[CH:21]=[CH:20][C:17]=1[CH:18]=[O:19])[C:2]1[CH:7]=[CH:6][CH:5]=[CH:4][CH:3]=1. The yield is 0.860.